This data is from TCR-epitope binding with 47,182 pairs between 192 epitopes and 23,139 TCRs. The task is: Binary Classification. Given a T-cell receptor sequence (or CDR3 region) and an epitope sequence, predict whether binding occurs between them. (1) Result: 0 (the TCR does not bind to the epitope). The epitope is YLKLTDNVYIK. The TCR CDR3 sequence is CSAIAADSYEQYF. (2) Result: 0 (the TCR does not bind to the epitope). The TCR CDR3 sequence is CASSLAPYSNYEQYF. The epitope is FLNGSCGSV. (3) The epitope is LLLGIGILV. The TCR CDR3 sequence is CASSRGTATLETQYF. Result: 0 (the TCR does not bind to the epitope). (4) The epitope is YIFFASFYY. The TCR CDR3 sequence is CSVTTGTNTGELFF. Result: 1 (the TCR binds to the epitope). (5) The epitope is NYSGVVTTVMF. The TCR CDR3 sequence is CASSFLGQGNGYTF. Result: 1 (the TCR binds to the epitope). (6) The epitope is KLSYGIATV. The TCR CDR3 sequence is CASSPGQGAYEQYF. Result: 1 (the TCR binds to the epitope). (7) The epitope is NLVPMVATV. The TCR CDR3 sequence is CASSLGRVRSPLHF. Result: 1 (the TCR binds to the epitope).